This data is from Forward reaction prediction with 1.9M reactions from USPTO patents (1976-2016). The task is: Predict the product of the given reaction. (1) Given the reactants Cl.[CH3:2][O:3][C:4]1[CH:5]=[C:6]([C:12]2[C:13]([CH3:25])([CH3:24])[C:14](=[O:23])[N:15]([CH:17]3[CH2:22][CH2:21][NH:20][CH2:19][CH2:18]3)[N:16]=2)[CH:7]=[CH:8][C:9]=1[O:10][CH3:11].[N:26]1[C:35]2[C:30](=[CH:31][C:32]([C:36](O)=[O:37])=[CH:33][CH:34]=2)[CH:29]=[CH:28][CH:27]=1, predict the reaction product. The product is: [CH3:2][O:3][C:4]1[CH:5]=[C:6]([C:12]2[C:13]([CH3:25])([CH3:24])[C:14](=[O:23])[N:15]([CH:17]3[CH2:22][CH2:21][N:20]([C:36]([C:32]4[CH:31]=[C:30]5[C:35](=[CH:34][CH:33]=4)[N:26]=[CH:27][CH:28]=[CH:29]5)=[O:37])[CH2:19][CH2:18]3)[N:16]=2)[CH:7]=[CH:8][C:9]=1[O:10][CH3:11]. (2) Given the reactants Cl[C:2]1[CH:3]=[C:4]2[C:12](=[O:13])[C:11]3[CH:14]=[C:15]([CH:18]([F:20])[CH3:19])[N:16]=[CH:17][C:10]=3[CH:9]=[CH:8][C:5]2=[N:6][CH:7]=1.[CH3:21][N:22]1[CH:26]=[C:25](B2OC(C)(C)C(C)(C)O2)[CH:24]=[N:23]1.F[B-](F)(F)F.C([PH+](C(C)(C)C)C(C)(C)C)(C)(C)C.[F-].[K+], predict the reaction product. The product is: [F:20][CH:18]([C:15]1[N:16]=[CH:17][C:10]2[CH:9]=[CH:8][C:5]3=[N:6][CH:7]=[C:2]([C:25]4[CH:24]=[N:23][N:22]([CH3:21])[CH:26]=4)[CH:3]=[C:4]3[C:12](=[O:13])[C:11]=2[CH:14]=1)[CH3:19]. (3) Given the reactants Br[C:2]1[CH:3]=[C:4]([C:22]([OH:31])([C:27]([F:30])([F:29])[F:28])[C:23]([F:26])([F:25])[F:24])[CH:5]=[CH:6][C:7]=1[N:8]1[CH2:13][CH2:12][N:11]([S:14]([C:17]2[S:18][CH:19]=[CH:20][CH:21]=2)(=[O:16])=[O:15])[CH2:10][CH2:9]1.[Si]([O:39][CH2:40][CH2:41][C:42]#[C:43][B-](F)(F)F)(C(C)(C)C)(C)C.[K+].COC(C)(C)C.C(=O)([O-])[O-].[Cs+].[Cs+], predict the reaction product. The product is: [S:18]1[CH:19]=[CH:20][CH:21]=[C:17]1[S:14]([N:11]1[CH2:12][CH2:13][N:8]([C:7]2[CH:6]=[CH:5][C:4]([C:22]([OH:31])([C:27]([F:30])([F:29])[F:28])[C:23]([F:26])([F:25])[F:24])=[CH:3][C:2]=2[C:43]#[C:42][CH2:41][CH2:40][OH:39])[CH2:9][CH2:10]1)(=[O:16])=[O:15]. (4) Given the reactants Br[CH2:2][C:3]1[C:4]([C:14]([F:17])([F:16])[F:15])=[N:5][N:6](C)[C:7]=1[O:8][CH:9]1[CH2:12][O:11][CH2:10]1.NC(N)=S.[CH3:22][S:23]([C:26]1[CH2:30][C:29]([CH3:32])([CH3:31])[O:28][N:27]=1)(=O)=O.C(=O)([O-])[O-].[K+].[K+], predict the reaction product. The product is: [CH3:31][C:29]1([CH3:32])[O:28][N:27]=[C:26]([SH:23]([CH2:2][C:3]2[C:4]([C:14]([F:17])([F:16])[F:15])=[N:5][NH:6][C:7]=2[O:8][CH:9]2[CH2:12][O:11][CH2:10]2)[CH3:22])[CH2:30]1. (5) Given the reactants [F:1][C:2]1[CH:3]=[C:4]([CH:33]=[CH:34][CH:35]=1)[CH2:5][N:6]1[C:14]2[C:9](=[CH:10][C:11]([NH:15][C:16]3[C:25]4[C:20](=[CH:21][CH:22]=[CH:23][C:24]=4[O:26][C@H:27]([CH3:32])[C:28]([O:30]C)=O)[N:19]=[CH:18][N:17]=3)=[CH:12][CH:13]=2)[CH:8]=[N:7]1.[NH3:36], predict the reaction product. The product is: [F:1][C:2]1[CH:3]=[C:4]([CH:33]=[CH:34][CH:35]=1)[CH2:5][N:6]1[C:14]2[C:9](=[CH:10][C:11]([NH:15][C:16]3[C:25]4[C:20](=[CH:21][CH:22]=[CH:23][C:24]=4[O:26][C@H:27]([CH3:32])[C:28]([NH2:36])=[O:30])[N:19]=[CH:18][N:17]=3)=[CH:12][CH:13]=2)[CH:8]=[N:7]1.